Regression. Given two drug SMILES strings and cell line genomic features, predict the synergy score measuring deviation from expected non-interaction effect. From a dataset of NCI-60 drug combinations with 297,098 pairs across 59 cell lines. Drug 1: C1CCC(CC1)NC(=O)N(CCCl)N=O. Drug 2: C(CN)CNCCSP(=O)(O)O. Cell line: SF-539. Synergy scores: CSS=7.54, Synergy_ZIP=-8.64, Synergy_Bliss=-10.4, Synergy_Loewe=-38.0, Synergy_HSA=-11.2.